Dataset: Forward reaction prediction with 1.9M reactions from USPTO patents (1976-2016). Task: Predict the product of the given reaction. Given the reactants Cl[C:2]1[C:11]2[C:6](=[CH:7][C:8]([C:14]3[C:15]([CH3:20])=[N:16][O:17][C:18]=3[CH3:19])=[C:9]([O:12][CH3:13])[CH:10]=2)[N:5]=[CH:4][C:3]=1[N+:21]([O-])=O.[N:24]1[CH:29]=[CH:28][CH:27]=[CH:26][C:25]=1[CH2:30][NH2:31].CN(C(ON1N=NC2C=CC=NC1=2)=[N+](C)C)C.F[P-](F)(F)(F)(F)F.[O:56]1[CH2:61][CH2:60][CH:59]([C:62](O)=O)[CH2:58][CH2:57]1.C(=O)([O-])O.[Na+], predict the reaction product. The product is: [CH3:20][C:15]1[C:14]([C:8]2[C:9]([O:12][CH3:13])=[CH:10][C:11]3[C:2]4[N:31]([CH2:30][C:25]5[CH:26]=[CH:27][CH:28]=[CH:29][N:24]=5)[C:62]([CH:59]5[CH2:60][CH2:61][O:56][CH2:57][CH2:58]5)=[N:21][C:3]=4[CH:4]=[N:5][C:6]=3[CH:7]=2)=[C:18]([CH3:19])[O:17][N:16]=1.